Dataset: NCI-60 drug combinations with 297,098 pairs across 59 cell lines. Task: Regression. Given two drug SMILES strings and cell line genomic features, predict the synergy score measuring deviation from expected non-interaction effect. (1) Drug 1: C1=CC=C(C=C1)NC(=O)CCCCCCC(=O)NO. Drug 2: CC1=C(C(=O)C2=C(C1=O)N3CC4C(C3(C2COC(=O)N)OC)N4)N. Cell line: SN12C. Synergy scores: CSS=22.9, Synergy_ZIP=-1.47, Synergy_Bliss=6.78, Synergy_Loewe=5.71, Synergy_HSA=5.55. (2) Drug 1: C1CC(C1)(C(=O)O)C(=O)O.[NH2-].[NH2-].[Pt+2]. Drug 2: CC1CCCC2(C(O2)CC(NC(=O)CC(C(C(=O)C(C1O)C)(C)C)O)C(=CC3=CSC(=N3)C)C)C. Cell line: SK-OV-3. Synergy scores: CSS=41.1, Synergy_ZIP=6.97, Synergy_Bliss=7.40, Synergy_Loewe=-32.7, Synergy_HSA=2.57.